Task: Predict which catalyst facilitates the given reaction.. Dataset: Catalyst prediction with 721,799 reactions and 888 catalyst types from USPTO (1) Reactant: [CH2:1]([N:8]1[CH2:12][C@H:11]([CH2:13][C:14]2[CH:19]=[CH:18][CH:17]=[CH:16][CH:15]=2)[C@@H:10]([CH2:20][N:21]([C:28]2[CH:33]=[CH:32][CH:31]=[C:30]([O:34]C)[CH:29]=2)[C:22]2[CH:27]=[CH:26][CH:25]=[CH:24][CH:23]=2)[CH2:9]1)[C:2]1[CH:7]=[CH:6][CH:5]=[CH:4][CH:3]=1.C(N1C[C@H](CC2C=CC=CC=2)[C@@H](C(O)=O)C1)C1C=CC=CC=1. Product: [CH2:1]([N:8]1[CH2:12][C@H:11]([CH2:13][C:14]2[CH:19]=[CH:18][CH:17]=[CH:16][CH:15]=2)[C@@H:10]([CH2:20][N:21]([C:22]2[CH:23]=[CH:24][CH:25]=[CH:26][CH:27]=2)[C:28]2[CH:29]=[C:30]([OH:34])[CH:31]=[CH:32][CH:33]=2)[CH2:9]1)[C:2]1[CH:7]=[CH:6][CH:5]=[CH:4][CH:3]=1. The catalyst class is: 2. (2) Reactant: [CH3:1][C@@H:2]1[N:13]([CH3:14])[C:12](=[O:15])[C@H:11]([CH2:16][C:17](O)=[O:18])[CH2:10][CH:9]=[CH:8][CH2:7][CH2:6][C:5](=[O:20])[O:4][C@@H:3]1[C:21]1[CH:26]=[CH:25][CH:24]=[CH:23][CH:22]=1.[CH2:27]([O:29][CH2:30][CH2:31][NH2:32])[CH3:28].CO.C(Cl)Cl. Product: [CH3:1][C@@H:2]1[N:13]([CH3:14])[C:12](=[O:15])[C@H:11]([CH2:16][C:17]([NH:32][CH2:31][CH2:30][O:29][CH2:27][CH3:28])=[O:18])[CH2:10][CH:9]=[CH:8][CH2:7][CH2:6][C:5](=[O:20])[O:4][C@@H:3]1[C:21]1[CH:22]=[CH:23][CH:24]=[CH:25][CH:26]=1. The catalyst class is: 3. (3) Reactant: [F:1][C:2]1[CH:10]=[CH:9][C:5]([C:6](O)=O)=[CH:4][C:3]=1O.Cl[CH2:13][CH:14]1[CH2:16][CH2:15]1.[C:17](=[O:20])([O-])[O-].[K+].[K+].[I-].[K+].C[N:26](C=O)C. Product: [CH:16]1([CH2:15][O:20][C:17]2[CH:6]=[C:5]([CH:9]([NH2:26])[CH3:10])[CH:4]=[CH:3][C:2]=2[F:1])[CH2:14][CH2:13]1. The catalyst class is: 6. (4) Reactant: C(=O)([O-])[O-].[Cs+].[Cs+].Br[CH2:8][CH2:9][O:10][C:11]1[CH:16]=[C:15]([F:17])[CH:14]=[C:13]([F:18])[CH:12]=1.[C:19]([O:23][C:24](=[O:42])[NH:25][C:26]1[CH:31]=[CH:30][CH:29]=[CH:28][C:27]=1[NH:32][C:33](=[O:41])/[CH:34]=[CH:35]/[C:36]1[CH:37]=[N:38][NH:39][CH:40]=1)([CH3:22])([CH3:21])[CH3:20]. Product: [C:19]([O:23][C:24](=[O:42])[NH:25][C:26]1[CH:31]=[CH:30][CH:29]=[CH:28][C:27]=1[NH:32][C:33](=[O:41])/[CH:34]=[CH:35]/[C:36]1[CH:37]=[N:38][N:39]([CH2:8][CH2:9][O:10][C:11]2[CH:16]=[C:15]([F:17])[CH:14]=[C:13]([F:18])[CH:12]=2)[CH:40]=1)([CH3:22])([CH3:20])[CH3:21]. The catalyst class is: 31.